This data is from Reaction yield outcomes from USPTO patents with 853,638 reactions. The task is: Predict the reaction yield, written as a fraction of the theoretical maximum amount of product (1.0 means a 100% yield; for example, 0.34 means a 34% yield). (1) The reactants are [CH:1]1([N:7]2[CH2:11][CH2:10][CH2:9][C:8]2=[O:12])[CH2:6][CH2:5][CH:4]=[CH:3][CH2:2]1.[Li+].CC([N-]C(C)C)C.[Br:21][C:22]1[CH:27]=[CH:26][C:25]([CH2:28]Br)=[C:24]([Cl:30])[CH:23]=1. The catalyst is C1COCC1. The product is [Br:21][C:22]1[CH:27]=[CH:26][C:25]([CH2:28][CH:9]2[CH2:10][CH2:11][N:7]([CH:1]3[CH2:6][CH2:5][CH:4]=[CH:3][CH2:2]3)[C:8]2=[O:12])=[C:24]([Cl:30])[CH:23]=1. The yield is 0.560. (2) The reactants are [CH3:1][C:2]1[C:7]([CH:8]2[CH2:13][CH2:12][N:11](C(OC(C)(C)C)=O)[CH2:10][CH2:9]2)=[CH:6][CH:5]=[CH:4][N:3]=1.[ClH:21]. The catalyst is CO. The product is [ClH:21].[CH3:1][C:2]1[C:7]([CH:8]2[CH2:13][CH2:12][NH:11][CH2:10][CH2:9]2)=[CH:6][CH:5]=[CH:4][N:3]=1. The yield is 0.690. (3) The reactants are [C:1]([NH:4][CH:5]([CH2:9][SH:10])[C:6]([OH:8])=O)(=[O:3])[CH3:2].OC1C2N=NNC=2C=CC=1.C1CCC(N=C=NC2CCCCC2)CC1.C([O:40][C:41](=[O:54])[C:42]1[CH:47]=[C:46]([NH2:48])[CH:45]=[CH:44][C:43]=1[O:49]C(C)(C)C)(C)(C)C. The catalyst is CN(C)C=O.C(OCC)(=O)C. The yield is 0.780. The product is [C:1]([NH:4][CH:5]([CH2:9][SH:10])[C:6]([NH:48][C:46]1[CH:45]=[CH:44][C:43]([OH:49])=[C:42]([CH:47]=1)[C:41]([OH:54])=[O:40])=[O:8])(=[O:3])[CH3:2]. (4) The reactants are [F:1][C:2]([F:16])([F:15])[C:3]1[CH:10]=[CH:9][C:8]([C:11]([F:14])([F:13])[F:12])=[CH:7][C:4]=1[CH2:5][OH:6].CCN(CC)CC.[CH3:24][S:25](Cl)(=[O:27])=[O:26].O. The catalyst is CCOC(C)=O. The product is [F:1][C:2]([F:15])([F:16])[C:3]1[CH:10]=[CH:9][C:8]([C:11]([F:14])([F:12])[F:13])=[CH:7][C:4]=1[CH2:5][O:6][S:25]([CH3:24])(=[O:27])=[O:26]. The yield is 1.00. (5) The product is [NH:19]1[C:15]2=[N:16][CH:17]=[CH:18][C:13]([C:9]3[CH:8]=[C:7]([C:2]([CH3:1])([CH2:5][CH3:6])[C:3]#[N:4])[CH:12]=[CH:11][CH:10]=3)=[C:14]2[CH:21]=[N:20]1. The catalyst is ClCCl. The yield is 0.700. The reactants are [CH3:1][C:2]([C:7]1[CH:12]=[CH:11][CH:10]=[C:9]([C:13]2[CH:18]=[CH:17][N:16]=[C:15]3[N:19](C(C4C=CC=CC=4)(C4C=CC=CC=4)C4C=CC=CC=4)[N:20]=[CH:21][C:14]=23)[CH:8]=1)([CH2:5][CH3:6])[C:3]#[N:4].C([SiH](CC)CC)C.FC(F)(F)C(O)=O.